This data is from Full USPTO retrosynthesis dataset with 1.9M reactions from patents (1976-2016). The task is: Predict the reactants needed to synthesize the given product. (1) Given the product [ClH:2].[N:24]1([CH:21]2[CH2:22][CH2:23][N:18]([C:16]([C:7]3[C:6]4[C:5](=[CH:4][C:3]([Cl:2])=[CH:11][CH:10]=4)[N:9]([CH2:12][CH2:13][NH:14][CH3:15])[CH:8]=3)=[O:17])[CH2:19][CH2:20]2)[C:32]2[CH:31]=[CH:30][CH:29]=[CH:28][C:27]=2[N:42]=[N:41]1, predict the reactants needed to synthesize it. The reactants are: Cl.[Cl:2][C:3]1[CH:11]=[C:10]2[C:6]([C:7]([C:16]([N:18]3[CH2:23][CH2:22][CH:21]([N:24]4[C:32]5[C:27](=[CH:28][CH:29]=[CH:30][CH:31]=5)CC4=O)[CH2:20][CH2:19]3)=[O:17])=[CH:8][N:9]2[CH2:12][CH2:13][NH:14][CH3:15])=[CH:5][CH:4]=1.Cl.N1CCC([N:41]2C3C=CC=CC=3N=[N:42]2)CC1.C(N(CC)C(C)C)(C)C. (2) The reactants are: [C:1]([C:3]1[CH:8]=[CH:7][C:6]([C@@H:9]2[C:14]([C:15]#[N:16])=[C:13]([CH3:17])[N:12]([C:18]3[CH:23]=[CH:22][CH:21]=[C:20]([C:24]([F:27])([F:26])[F:25])[CH:19]=3)[C:11](=[O:28])[NH:10]2)=[C:5]([N+:29]([O-:31])=[O:30])[CH:4]=1)#[N:2].[CH3:32][Si](C)(C)[N-][Si](C)(C)C.[Li+].IC. Given the product [C:1]([C:3]1[CH:8]=[CH:7][C:6]([C@@H:9]2[C:14]([C:15]#[N:16])=[C:13]([CH3:17])[N:12]([C:18]3[CH:23]=[CH:22][CH:21]=[C:20]([C:24]([F:26])([F:27])[F:25])[CH:19]=3)[C:11](=[O:28])[N:10]2[CH3:32])=[C:5]([N+:29]([O-:31])=[O:30])[CH:4]=1)#[N:2], predict the reactants needed to synthesize it. (3) Given the product [CH2:1]([C:3]1[CH:4]=[CH:5][C:6]2[NH:9][C:10]3[CH:11]=[N:12][N:13]([CH3:18])[C:14]=3[C:15](=[O:17])[C:7]=2[CH:8]=1)[CH3:2], predict the reactants needed to synthesize it. The reactants are: [CH2:1]([C:3]1[CH:8]=[CH:7][C:6]([NH:9][C:10]2[CH:11]=[N:12][N:13]([CH3:18])[C:14]=2[C:15]([OH:17])=O)=[CH:5][CH:4]=1)[CH3:2].FC1C=CC(NC2C=NN(C)C=2C(O)=O)=CC=1. (4) Given the product [OH:4][C:5]1[CH:10]=[C:9]([OH:11])[CH:8]=[CH:7][C:6]=1[C:15]1[CH2:19][CH2:18][C:17](=[O:20])[CH:16]=1, predict the reactants needed to synthesize it. The reactants are: COC[O:4][C:5]1[CH:10]=[C:9]([O:11]COC)[CH:8]=[CH:7][C:6]=1[C:15]1[CH2:19][CH2:18][C:17](=[O:20])[CH:16]=1. (5) Given the product [CH3:1][O:2][C:3]1[CH:12]=[CH:11][C:6]2[C:7]([CH2:10][CH2:14][CH:15]3[CH2:20][CH2:19][N:18]([C:21]([O:23][C:24]([CH3:25])([CH3:27])[CH3:26])=[O:22])[CH2:17][CH2:16]3)=[N:8][O:9][C:5]=2[CH:4]=1, predict the reactants needed to synthesize it. The reactants are: [CH3:1][O:2][C:3]1[CH:12]=[CH:11][C:6]2[C:7]([CH3:10])=[N:8][O:9][C:5]=2[CH:4]=1.I[CH2:14][CH:15]1[CH2:20][CH2:19][N:18]([C:21]([O:23][C:24]([CH3:27])([CH3:26])[CH3:25])=[O:22])[CH2:17][CH2:16]1.[Li+].CC([N-]C(C)C)C. (6) Given the product [ClH:20].[F:18][C:15]([F:16])([F:17])[C:12]1[NH:11][C:10]([C@@H:8]([NH2:7])[CH3:9])=[N:14][CH:13]=1, predict the reactants needed to synthesize it. The reactants are: C(OC(=O)[NH:7][C@H:8]([C:10]1[NH:11][C:12]([C:15]([F:18])([F:17])[F:16])=[CH:13][N:14]=1)[CH3:9])(C)(C)C.[ClH:20].